Dataset: Experimentally validated miRNA-target interactions with 360,000+ pairs, plus equal number of negative samples. Task: Binary Classification. Given a miRNA mature sequence and a target amino acid sequence, predict their likelihood of interaction. (1) The miRNA is mmu-miR-7001-3p with sequence CGCUCACACUCCCUCUGCAG. The protein sequence of the target gene is MTRGLAPLLPIEFHKMGSFRRPRPRFMSSPVLSELPRFQAARQALQLSSNSAWNSVQTAVINVFKGGGLQSNELYALNESIRRLLKSELGSFITDYFQNQLLAKGLSFVEEKIKLCEGDNRIEVLAEVWDHFFTETLPTLQAIFYPVQGQELTIRQISLLGFRDLVLLKVKLGDVLLLAQSKLPSSVIQMLLILQSVHEPTGPSEGYLQLEELVKQVVSPFLSISGDRSCSGPTYSLARRHSRVRPKVTVLNYASLMTTVGRPLNEMVLTPLTEQEGEAYLEKCGSVRRHTVANAHSDIQ.... Result: 0 (no interaction). (2) The miRNA is hsa-miR-98-5p with sequence UGAGGUAGUAAGUUGUAUUGUU. The protein sequence of the target gene is MSFPKAPLKRFNDPSGCAPSPGAYDVKTLEVLKGPVSFQKSQRFKQQKESKQNLNVDKDTTLPASARKVKSSESKESQKNDKDLKILEKEIRVLLQERGAQDRRIQDLETELEKMEARLNAALREKTSLSANNATLEKQLIELTRTNELLKSKFSENGNQKNLRILSLELMKLRNKRETKMRGMMAKQEGMEMKLQVTQRSLEESQGKIAQLEGKLVSIEKEKIDEKSETEKLLEYIEEISCASDQVEKYKLDIAQLEENLKEKNDEILSLKQSLEENIVILSKQVEDLNVKCQLLEKEK.... Result: 1 (interaction). (3) The miRNA is hsa-miR-5092 with sequence AAUCCACGCUGAGCUUGGCAUC. The protein sequence of the target gene is METHISCLFPELLAMIFGYLDVRDKGRAAQVCTAWRDAAYHKSVWRGVEAKLHLRRANPSLFPSLQARGIRRVQILSLRRSLSYVIQGMANIESLNLSGCYNLTDNGLGHAFVQEIGSLRALNLSLCKQITDSSLGRIAQYLKGLEVLELGGCSNITNTGLLLIAWGLQRLKSLNLRSCRHLSDVGIGHLAGMTRSAAEGCLGLEQLTLQDCQKLTDLSLKHISRGLTGLRLLNLSFCGGISDAGLLHLSHMGSLRSLNLRSCDNISDTGIMHLAMGSLRLSGLDVSFCDKVGDQSLAYI.... Result: 1 (interaction). (4) The miRNA is hsa-miR-6827-3p with sequence ACCGUCUCUUCUGUUCCCCAG. The protein sequence of the target gene is MLSVRVAAAVVRALPRRAGLVSRNALGSSFIAARNFHASNTHLQKTGTAEMSSILEERILGADTSVDLEETGRVLSIGDGIARVHGLRNVQAEEMVEFSSGLKGMSLNLEPDNVGVVVFGNDKLIKEGDIVKRTGAIVDVPVGEELLGRVVDALGNAIDGKGPIGSKTRRRVGLKAPGIIPRISVREPMQTGIKAVDSLVPIGRGQRELIIGDRQTGKTSIAIDTIINQKRFNDGSDEKKKLYCIYVAIGQKRSTVAQLVKRLTDADAMKYTIVVSATASDAAPLQYLAPYSGCSMGEYF.... Result: 1 (interaction). (5) The protein sequence of the target gene is MTSGPFFFCIFIIGKYFTLGSAQDVSCPLGSFPCGNMSRCLPQLLHCNGVDDCGNRADEDHCGDNNGWSLQLDKYFANYYKLASTNSFEAETSECLVGSVPMHCLCRDLELDCDEANLRAVPSVSSNVTVMSLQRNFIRTLPPNGFRKYHELQKLCLQNNRIHSVSVSAFRGLRSLTKLYLSHNRITFLKPGVFEDLHRLEWLIIEDNHLSRISPLTFYGLNSLILLVLMNNALTRLPDKPLCQHMPRLHWLDFEGNRIHNLRNLTFISCNNLTVLVMRKNKINYLNEHAFTHLQKLDEL.... Result: 0 (no interaction). The miRNA is hsa-miR-302e with sequence UAAGUGCUUCCAUGCUU. (6) The miRNA is mmu-miR-30c-1-3p with sequence CUGGGAGAGGGUUGUUUACUCC. The protein sequence of the target gene is MAPGRAVAGLLLLAAAGLGGVAEGPGLAFSEDVLSVFGANLSLSAAQLQHLLEQMGAASRVGVPEPGQLHFNQCLTAEEIFSLHGFSNATQITSSKFSVICPAVLQQLNFHPCEDRPKHKTRPSHSEVWGYGFLSVTIINLASLLGLILTPLIKKSYFPKILTFFVGLAIGTLFSNAIFQLIPEAFGFDPKVDSYVEKAVAVFGGFYLLFFFERMLKMLLKTYGQNGHTHFGNDNFGPQEKTHQPKALPAINGVTCYANPAVTEANGHIHFDNVSVVSLQDGKKEPSSCTCLKGPKLSEI.... Result: 0 (no interaction). (7) The miRNA is mmu-miR-6970-3p with sequence UCACGCCACCCACCCUGUGCU. The protein sequence of the target gene is MFEEPEWAEAAPVAAGLGPVISRPPPAASSQNKGSKRRQLLATLRALEAASLSQHPPSLCISDSEEEEEERKKKCPKKASFASASAEVGKKGKKKCQKQGPPCSDSEEEVERKKKCHKQALVGSDSAEDEKRKRKCQKHAPINSAQHLDNVDQTGPKAWKGSTTNDPPKQSPGSTSPKPPHTLSRKQWRNRQKNKRRCKNKFQPPQVPDQAPAEAPTEKTEVSPVPRTDSHEARAGALRARMAQRLDGARFRYLNEQLYSGPSSAAQRLFQEDPEAFLLYHRGFQSQVKKWPLQPVDRIA.... Result: 0 (no interaction). (8) Result: 0 (no interaction). The protein sequence of the target gene is MVLGLASFPESLSSQSETATQPRRPSVKWDLGSDYRKGTEETTASGSNFRRERLDSQPDLGLHVQPQIYFLRPRSPLPKLLFSLMNTNDANVKKLLPKSHLSRVIIRDNLNAQRICEMEMKASDKTKRKMSYLYDHLKKKFMMDQLRKMIRWRRDSQSTQDYLDKERV. The miRNA is gga-let-7a-5p with sequence UGAGGUAGUAGGUUGUAUAGUU. (9) The miRNA is mmu-miR-3470b with sequence UCACUCUGUAGACCAGGCUGG. The protein sequence of the target gene is MGPRGRQSPSATLAPSQGSCFFILFCLRLGASCPQACQCPDHAGAVAVHCSSRGLQEIPRDIPADTVLLKLDANRISRVPNGAFQHLPQLRELDLSHNAIEAIGPAAFSGLAGGLRLLDLSHNRIRRIPKDALGKLSAKIRLSHNPLHCECALQEALWELKLDPDSVDEIACHTSAQEQFVGKPLIQVLDSGASFCSTHRKTTDVAMLVTMFGWFTMVIAYVVYYVRHNQEDARRHLEYLKSLPSAPVSKEPLSPVP. Result: 1 (interaction).